From a dataset of Full USPTO retrosynthesis dataset with 1.9M reactions from patents (1976-2016). Predict the reactants needed to synthesize the given product. (1) Given the product [O:63]=[C:54]1[C:55]2[C:60](=[CH:59][CH:58]=[CH:57][CH:56]=2)[C:61](=[O:62])[N:53]1[CH2:52][C@@H:51]([NH:50][C:13]([C:10]1[S:11][CH:12]=[C:8]([C:7]2[N:3]([CH2:1][CH3:2])[N:4]=[CH:5][C:6]=2[CH3:16])[CH:9]=1)=[O:15])[CH2:64][C:65]1[CH:70]=[CH:69][CH:68]=[C:67]([F:17])[CH:66]=1, predict the reactants needed to synthesize it. The reactants are: [CH2:1]([N:3]1[C:7]([C:8]2[CH:9]=[C:10]([C:13]([OH:15])=O)[S:11][CH:12]=2)=[C:6]([CH3:16])[CH:5]=[N:4]1)[CH3:2].[F:17][P-](F)(F)(F)(F)F.Br[P+](N1CCCC1)(N1CCCC1)N1CCCC1.CCN(C(C)C)C(C)C.[NH2:50][C@@H:51]([CH2:64][C:65]1[CH:70]=[CH:69][CH:68]=[C:67](C(F)(F)F)[CH:66]=1)[CH2:52][N:53]1[C:61](=[O:62])[C:60]2[C:55](=[CH:56][CH:57]=[CH:58][CH:59]=2)[C:54]1=[O:63]. (2) Given the product [Br:35][C:36]1[C:37]([N:46]2[CH2:51][CH2:50][N:49]([CH:52]([C:54]3[CH:59]=[CH:58][N:57]=[CH:56][CH:55]=3)[CH3:53])[CH2:48][CH2:47]2)=[C:38]2[N:43]=[C:76]([C:73]3[CH:74]=[CH:75][C:70]([O:69][CH3:68])=[CH:71][CH:72]=3)[NH:42][C:39]2=[N:40][CH:41]=1, predict the reactants needed to synthesize it. The reactants are: BrC1C(N2CCN(C(NC3C=CC=CC=3)=O)CC2)=C2N=C(C3C=CC(N(C)C)=CC=3)NC2=NC=1.[Br:35][C:36]1[C:37]([N:46]2[CH2:51][CH2:50][N:49]([CH:52]([C:54]3[CH:59]=[CH:58][N:57]=[CH:56][CH:55]=3)[CH3:53])[CH2:48][CH2:47]2)=[C:38]([N+:43]([O-])=O)[C:39]([NH2:42])=[N:40][CH:41]=1.[O-]S(S([O-])=O)=O.[Na+].[Na+].[CH3:68][O:69][C:70]1[CH:75]=[CH:74][C:73]([CH:76]=O)=[CH:72][CH:71]=1. (3) Given the product [C:40]([O:44][C:45]([N:47]1[CH2:52][CH2:51][CH:50]([N:12]2[CH:13]=[C:14]([C:15]3[CH:20]=[CH:19][N:18]=[CH:17][CH:16]=3)[C:10]([C:6]3[CH:7]=[CH:8][CH:9]=[C:4]([N+:1]([O-:3])=[O:2])[CH:5]=3)=[N:11]2)[CH2:49][CH2:48]1)=[O:46])([CH3:43])([CH3:41])[CH3:42], predict the reactants needed to synthesize it. The reactants are: [N+:1]([C:4]1[CH:5]=[C:6]([C:10]2[C:14]([C:15]3[CH:20]=[CH:19][N:18]=[CH:17][CH:16]=3)=[CH:13][NH:12][N:11]=2)[CH:7]=[CH:8][CH:9]=1)([O-:3])=[O:2].C1(P(C2C=CC=CC=2)C2C=CC=CC=2)C=CC=CC=1.[C:40]([O:44][C:45]([N:47]1[CH2:52][CH2:51][CH:50](O)[CH2:49][CH2:48]1)=[O:46])([CH3:43])([CH3:42])[CH3:41].CCOC(/N=N/C(OCC)=O)=O.C1(P(=O)(C2C=CC=CC=2)C2C=CC=CC=2)C=CC=CC=1. (4) Given the product [NH2:31][C:24]1[C:23]2[C:28](=[CH:29][CH:30]=[C:21]([N:19]3[CH:20]=[C:16]([CH2:15][NH:14][C:9]4[N:10]=[CH:11][CH:12]=[CH:13][C:8]=4[C:7]([NH:6][CH2:5][C:4]4[CH:44]=[CH:45][C:46]([F:47])=[C:2]([F:1])[CH:3]=4)=[O:43])[N:17]=[N:18]3)[CH:22]=2)[N:27]=[CH:26][N:25]=1, predict the reactants needed to synthesize it. The reactants are: [F:1][C:2]1[CH:3]=[C:4]([CH:44]=[CH:45][C:46]=1[F:47])[CH2:5][NH:6][C:7](=[O:43])[C:8]1[CH:13]=[CH:12][CH:11]=[N:10][C:9]=1[NH:14][CH2:15][C:16]1[N:17]=[N:18][N:19]([C:21]2[CH:22]=[C:23]3[C:28](=[CH:29][CH:30]=2)[N:27]=[CH:26][N:25]=[C:24]3[NH:31]CC2C=CC(OC)=CC=2OC)[CH:20]=1.C(=O)([O-])[O-].[Na+].[Na+].C(OCC)(=O)C. (5) Given the product [F:1][C:2]1[CH:3]=[C:4]([NH:9][C:10](=[O:22])[C:11]2[CH:16]=[C:15]([S:17](=[O:20])(=[O:19])[NH:18][C:25](=[O:26])[N:24]([CH3:28])[CH3:23])[CH:14]=[CH:13][C:12]=2[F:21])[CH:5]=[CH:6][C:7]=1[F:8], predict the reactants needed to synthesize it. The reactants are: [F:1][C:2]1[CH:3]=[C:4]([NH:9][C:10](=[O:22])[C:11]2[CH:16]=[C:15]([S:17](=[O:20])(=[O:19])[NH2:18])[CH:14]=[CH:13][C:12]=2[F:21])[CH:5]=[CH:6][C:7]=1[F:8].[CH3:23][N:24]([CH3:28])[C:25](Cl)=[O:26]. (6) The reactants are: [CH3:1][O:2][CH2:3][CH:4]([CH2:29][O:30][CH3:31])[O:5][C:6]1[CH:7]=[C:8]([O:18][C:19]2[CH:20]=[N:21][C:22]([S:25]([CH3:28])(=[O:27])=[O:26])=[CH:23][CH:24]=2)[CH:9]=[C:10]2[C:14]=1[NH:13][C:12]([C:15](O)=[O:16])=[CH:11]2.Cl.C([N:35]=C=NCCCN(C)C)C.ON1C2C=CC=CC=2N=N1.[OH-].[NH4+]. Given the product [CH3:31][O:30][CH2:29][CH:4]([CH2:3][O:2][CH3:1])[O:5][C:6]1[CH:7]=[C:8]([O:18][C:19]2[CH:20]=[N:21][C:22]([S:25]([CH3:28])(=[O:26])=[O:27])=[CH:23][CH:24]=2)[CH:9]=[C:10]2[C:14]=1[NH:13][C:12]([C:15]([NH2:35])=[O:16])=[CH:11]2, predict the reactants needed to synthesize it. (7) The reactants are: [Br:1][C:2]1[CH:3]=[C:4]([C:14](=[O:33])[CH2:15][C:16]2[C:30]([CH3:31])=[CH:29][C:28]([Cl:32])=[CH:27][C:17]=2[C:18]([N:20]=[S:21]2[CH2:26][CH2:25][CH2:24][CH2:23][CH2:22]2)=[O:19])[N:5]([C:7]2[CH:12]=[CH:11][CH:10]=[CH:9][C:8]=2[Cl:13])[N:6]=1.OO.C(=O)([O-])[O-:37].[Na+].[Na+].C(Cl)Cl. Given the product [Br:1][C:2]1[CH:3]=[C:4]([C:14](=[O:33])[CH2:15][C:16]2[C:30]([CH3:31])=[CH:29][C:28]([Cl:32])=[CH:27][C:17]=2[C:18]([N:20]=[S:21]2(=[O:37])[CH2:22][CH2:23][CH2:24][CH2:25][CH2:26]2)=[O:19])[N:5]([C:7]2[CH:12]=[CH:11][CH:10]=[CH:9][C:8]=2[Cl:13])[N:6]=1, predict the reactants needed to synthesize it. (8) Given the product [CH2:3]([N:14]1[C:13]([CH2:19][CH3:20])=[C:12]([O:11][C:10]2[CH:21]=[C:22]([Cl:24])[CH:23]=[C:8]([Cl:7])[CH:9]=2)[C:16]([CH2:17][CH3:18])=[N:15]1)[CH:4]=[CH2:5], predict the reactants needed to synthesize it. The reactants are: [H-].[Na+].[CH2:3](Br)[CH:4]=[CH2:5].[Cl:7][C:8]1[CH:9]=[C:10]([CH:21]=[C:22]([Cl:24])[CH:23]=1)[O:11][C:12]1[C:13]([CH2:19][CH3:20])=[N:14][NH:15][C:16]=1[CH2:17][CH3:18].